Dataset: Full USPTO retrosynthesis dataset with 1.9M reactions from patents (1976-2016). Task: Predict the reactants needed to synthesize the given product. (1) Given the product [CH2:12]1[C:13]2[C:18](=[CH:17][CH:16]=[CH:15][CH:14]=2)[CH2:19][CH2:20][N:11]1[CH2:10][CH:9]([OH:21])[CH2:8][NH:7][C:5](=[O:6])[C:4]1[CH:22]=[CH:23][CH:24]=[C:2]([NH:1][CH:30]2[CH2:29][CH2:28][O:27][C:26]([CH3:33])([CH3:25])[CH2:31]2)[CH:3]=1, predict the reactants needed to synthesize it. The reactants are: [NH2:1][C:2]1[CH:3]=[C:4]([CH:22]=[CH:23][CH:24]=1)[C:5]([NH:7][CH2:8][CH:9]([OH:21])[CH2:10][N:11]1[CH2:20][CH2:19][C:18]2[C:13](=[CH:14][CH:15]=[CH:16][CH:17]=2)[CH2:12]1)=[O:6].[CH3:25][C:26]1([CH3:33])[CH2:31][C:30](=O)[CH2:29][CH2:28][O:27]1.CC(O)=O.[BH3-]C#N.[Na+]. (2) Given the product [CH3:1][N:2]1[C:6]2[CH:7]=[CH:8][C:9]([CH2:11][OH:12])=[CH:10][C:5]=2[N:4]=[C:3]1[CH3:15], predict the reactants needed to synthesize it. The reactants are: [CH3:1][N:2]1[C:6]2[CH:7]=[CH:8][C:9]([C:11](OC)=[O:12])=[CH:10][C:5]=2[N:4]=[C:3]1[CH3:15].O.O.O.O.O.O.O.O.O.O.S([O-])([O-])(=O)=O.[Na+].[Na+].C(O)(=O)CC(CC(O)=O)(C(O)=O)O.CC(=O)OCC. (3) Given the product [Cl:1][C:2]1[CH:3]=[C:4]([CH:17]=[CH:18][C:19]=1[Cl:20])[CH2:5][NH:6][C:7]1[C:8]([CH3:16])=[CH:9][C:10]2[N:11]([C:13]([I:21])=[CH:14][N:15]=2)[N:12]=1, predict the reactants needed to synthesize it. The reactants are: [Cl:1][C:2]1[CH:3]=[C:4]([CH:17]=[CH:18][C:19]=1[Cl:20])[CH2:5][NH:6][C:7]1[C:8]([CH3:16])=[CH:9][C:10]2[N:11]([CH:13]=[CH:14][N:15]=2)[N:12]=1.[I:21]N1C(=O)CCC1=O. (4) Given the product [CH:20]([C:18]1[CH:19]=[C:14]([C:6]2[N:5]([CH:2]([CH3:4])[CH3:3])[C:9]([S:10]([CH3:13])(=[O:12])=[O:11])=[N:8][N:7]=2)[C:15]([OH:27])=[CH:16][C:17]=1[OH:23])([CH3:21])[CH3:22], predict the reactants needed to synthesize it. The reactants are: Cl.[CH:2]([N:5]1[C:9]([S:10]([CH3:13])(=[O:12])=[O:11])=[N:8][N:7]=[C:6]1[C:14]1[CH:19]=[C:18]([CH:20]([CH3:22])[CH3:21])[C:17]([O:23]COC)=[CH:16][C:15]=1[O:27]COC)([CH3:4])[CH3:3].C(=O)([O-])O.[Na+].